Dataset: Forward reaction prediction with 1.9M reactions from USPTO patents (1976-2016). Task: Predict the product of the given reaction. (1) Given the reactants [C:1]([NH:4][C:5]1[CH:6]=[C:7]([OH:11])[CH:8]=[CH:9][CH:10]=1)(=[O:3])[CH3:2].[CH2:12]([NH:14][CH2:15][CH3:16])[CH3:13].[CH2:17]=O, predict the reaction product. The product is: [CH2:12]([N:14]([CH2:17][C:8]1[CH:9]=[CH:10][C:5]([NH:4][C:1](=[O:3])[CH3:2])=[CH:6][C:7]=1[OH:11])[CH2:15][CH3:16])[CH3:13]. (2) Given the reactants Br[C:2]1[N:7]=[C:6]([C:8]2[N:12]3[CH:13]=[CH:14][C:15]([C:17]([CH3:27])([O:19][Si:20]([CH2:25][CH3:26])([CH2:23][CH3:24])[CH2:21][CH3:22])[CH3:18])=[N:16][C:11]3=[N:10][CH:9]=2)[CH:5]=[CH:4][CH:3]=1.CC1(C)C(C)(C)OB([C:36]2[CH:43]=[CH:42][CH:41]=[CH:40][C:37]=2[C:38]#[N:39])O1, predict the reaction product. The product is: [CH3:18][C:17]([C:15]1[CH:14]=[CH:13][N:12]2[C:8]([C:6]3[N:7]=[C:2]([C:36]4[CH:43]=[CH:42][CH:41]=[CH:40][C:37]=4[C:38]#[N:39])[CH:3]=[CH:4][CH:5]=3)=[CH:9][N:10]=[C:11]2[N:16]=1)([O:19][Si:20]([CH2:25][CH3:26])([CH2:23][CH3:24])[CH2:21][CH3:22])[CH3:27].